From a dataset of Catalyst prediction with 721,799 reactions and 888 catalyst types from USPTO. Predict which catalyst facilitates the given reaction. Product: [C:28]([O:20][CH:10]([CH2:9][O:8][CH2:1][C:2]1[CH:3]=[CH:4][CH:5]=[CH:6][CH:7]=1)[CH2:11][O:12][CH2:13][C:14]1[CH:19]=[CH:18][CH:17]=[CH:16][CH:15]=1)(=[O:32])[C:29]([CH3:31])=[CH2:30]. Reactant: [CH2:1]([O:8][CH2:9][CH:10]([OH:20])[CH2:11][O:12][CH2:13][C:14]1[CH:19]=[CH:18][CH:17]=[CH:16][CH:15]=1)[C:2]1[CH:7]=[CH:6][CH:5]=[CH:4][CH:3]=1.C(N(CC)CC)C.[C:28](Cl)(=[O:32])[C:29]([CH3:31])=[CH2:30]. The catalyst class is: 4.